From a dataset of Reaction yield outcomes from USPTO patents with 853,638 reactions. Predict the reaction yield, written as a fraction of the theoretical maximum amount of product (1.0 means a 100% yield; for example, 0.34 means a 34% yield). (1) The reactants are [F:1][C:2]1[CH:7]=[CH:6][C:5]([CH2:8][C:9]2[CH:18]=[C:17]3[C:12]([C:13]([OH:34])=[C:14]([C:27]([NH:29][CH2:30][CH2:31][O:32][CH3:33])=[O:28])[C:15](=[O:26])[N:16]3[CH2:19][C:20]3[N:21]([CH3:25])[CH:22]=[CH:23][N:24]=3)=[N:11][CH:10]=2)=[CH:4][CH:3]=1.[OH-].[Na+:36]. No catalyst specified. The product is [F:1][C:2]1[CH:7]=[CH:6][C:5]([CH2:8][C:9]2[CH:18]=[C:17]3[C:12]([C:13]([O-:34])=[C:14]([C:27]([NH:29][CH2:30][CH2:31][O:32][CH3:33])=[O:28])[C:15](=[O:26])[N:16]3[CH2:19][C:20]3[N:21]([CH3:25])[CH:22]=[CH:23][N:24]=3)=[N:11][CH:10]=2)=[CH:4][CH:3]=1.[Na+:36]. The yield is 0.890. (2) The reactants are [OH:1][CH:2]1[CH2:20][CH:19]2[N:4]([C:5](=[O:39])[CH:6]([NH:31][C:32]([O:34][C:35]([CH3:38])([CH3:37])[CH3:36])=[O:33])[CH2:7][CH2:8][CH2:9][O:10][CH2:11][CH:12]=[CH:13][CH:14]3[C:16]([C:22]([NH:24][S:25]([CH:28]4[CH2:30][CH2:29]4)(=[O:27])=[O:26])=[O:23])([NH:17][C:18]2=[O:21])[CH2:15]3)[CH2:3]1.[C:40]([C:44]1[CH:49]=[CH:48][CH:47]=[CH:46][C:45]=1[N:50]=[C:51]=[O:52])([O:42][CH3:43])=[O:41]. No catalyst specified. The product is [C:40]([C:44]1[CH:49]=[CH:48][CH:47]=[CH:46][C:45]=1[NH:50][C:51]([O:1][CH:2]1[CH2:20][CH:19]2[N:4]([C:5](=[O:39])[CH:6]([NH:31][C:32]([O:34][C:35]([CH3:36])([CH3:38])[CH3:37])=[O:33])[CH2:7][CH2:8][CH2:9][O:10][CH2:11][CH:12]=[CH:13][CH:14]3[C:16]([C:22]([NH:24][S:25]([CH:28]4[CH2:29][CH2:30]4)(=[O:26])=[O:27])=[O:23])([NH:17][C:18]2=[O:21])[CH2:15]3)[CH2:3]1)=[O:52])([O:42][CH3:43])=[O:41]. The yield is 0.410. (3) The reactants are [CH3:1][N:2]([CH3:14])[C:3]([C:5]1[CH:13]=[CH:12][C:8](C(O)=O)=[CH:7][CH:6]=1)=[O:4].C[N:16](C)[C:17](C1C=CC(C(N=[N+]=[N-])=O)=CC=1)=[O:18].[NH2:31][C:32]1[CH:37]=[CH:36][C:35]([C:38]2[N:43]=[C:42]([N:44]3[CH2:49][CH2:48][O:47][CH2:46][CH2:45]3)[C:41]3=[CH:50][C:51]([CH2:53][N:54]([CH3:56])[CH3:55])=[CH:52][N:40]3[N:39]=2)=[CH:34][CH:33]=1. No catalyst specified. The product is [CH3:55][N:54]([CH2:53][C:51]1[CH:50]=[C:41]2[N:40]([CH:52]=1)[N:39]=[C:38]([C:35]1[CH:36]=[CH:37][C:32]([NH:31][C:17](=[O:18])[NH:16][C:8]3[CH:7]=[CH:6][C:5]([C:3]([N:2]([CH3:1])[CH3:14])=[O:4])=[CH:13][CH:12]=3)=[CH:33][CH:34]=1)[N:43]=[C:42]2[N:44]1[CH2:45][CH2:46][O:47][CH2:48][CH2:49]1)[CH3:56]. The yield is 0.258.